Dataset: Forward reaction prediction with 1.9M reactions from USPTO patents (1976-2016). Task: Predict the product of the given reaction. (1) Given the reactants [F:1][C@H:2]1[C@@H:7]([O:8][C:9]2[CH:16]=[CH:15][C:14]([C:17]3[N:22]=[C:21]([NH:23][C:24]4[CH:29]=[CH:28][C:27]([N:30]5[CH2:35][CH2:34][N:33]([CH:36]6[CH2:39][O:38][CH2:37]6)[CH2:32][CH2:31]5)=[CH:26][CH:25]=4)[N:20]=[CH:19][N:18]=3)=[CH:13][C:10]=2[C:11]#[N:12])[CH2:6][CH2:5][NH:4][CH2:3]1.[Si:40]([O:47][NH2:48])([C:43]([CH3:46])([CH3:45])[CH3:44])([CH3:42])[CH3:41].Cl[C:50](Cl)([O:52]C(=O)OC(Cl)(Cl)Cl)Cl.O, predict the reaction product. The product is: [Si:40]([O:47][NH:48][C:50]([N:4]1[CH2:5][CH2:6][C@H:7]([O:8][C:9]2[CH:16]=[CH:15][C:14]([C:17]3[N:22]=[C:21]([NH:23][C:24]4[CH:29]=[CH:28][C:27]([N:30]5[CH2:31][CH2:32][N:33]([CH:36]6[CH2:39][O:38][CH2:37]6)[CH2:34][CH2:35]5)=[CH:26][CH:25]=4)[N:20]=[CH:19][N:18]=3)=[CH:13][C:10]=2[C:11]#[N:12])[C@H:2]([F:1])[CH2:3]1)=[O:52])([C:43]([CH3:46])([CH3:45])[CH3:44])([CH3:42])[CH3:41]. (2) Given the reactants [CH2:1]([Li])CCC.[Cl:6][C:7]1[CH:12]=[CH:11][C:10]([O:13][C:14]2[CH:21]=[CH:20][C:17]([CH:18]=O)=[CH:16][CH:15]=2)=[CH:9][C:8]=1[C:22]([F:25])([F:24])[F:23], predict the reaction product. The product is: [Cl:6][C:7]1[CH:12]=[CH:11][C:10]([O:13][C:14]2[CH:21]=[CH:20][C:17]([CH:18]=[CH2:1])=[CH:16][CH:15]=2)=[CH:9][C:8]=1[C:22]([F:25])([F:24])[F:23]. (3) Given the reactants FC(F)(F)C(O)=O.[O:8]1[CH2:13][CH2:12][N:11]([CH2:14][CH2:15][N:16]([C:21]2[CH:22]=[C:23]3[C:27](=[CH:28][CH:29]=2)[N:26]([CH2:30][C:31]([OH:33])=[O:32])[CH:25]=[CH:24]3)[S:17]([CH3:20])(=[O:19])=[O:18])[CH2:10][CH2:9]1.[Cl:34][C:35]1[CH:36]=[N+:37]([O-:60])[CH:38]=[C:39]([Cl:59])[C:40]=1[CH2:41][C@@H:42]([C:44]1[CH:49]=[CH:48][C:47]([O:50][CH:51]([F:53])[F:52])=[C:46]([O:54][CH2:55][CH:56]2[CH2:58][CH2:57]2)[CH:45]=1)O.C(Cl)CCl, predict the reaction product. The product is: [ClH:34].[Cl:34][C:35]1[CH:36]=[N+:37]([O-:60])[CH:38]=[C:39]([Cl:59])[C:40]=1[CH2:41][C@@H:42]([C:44]1[CH:49]=[CH:48][C:47]([O:50][CH:51]([F:53])[F:52])=[C:46]([O:54][CH2:55][CH:56]2[CH2:58][CH2:57]2)[CH:45]=1)[O:32][C:31](=[O:33])[CH2:30][N:26]1[C:27]2[C:23](=[CH:22][C:21]([N:16]([CH2:15][CH2:14][N:11]3[CH2:12][CH2:13][O:8][CH2:9][CH2:10]3)[S:17]([CH3:20])(=[O:19])=[O:18])=[CH:29][CH:28]=2)[CH:24]=[CH:25]1. (4) Given the reactants [CH:1]1([C:7]2[C:15]3[C:10](=[CH:11][CH:12]=[C:13]([N+:16]([O-:18])=[O:17])[CH:14]=3)[NH:9][CH:8]=2)[CH2:6][CH2:5][CH2:4][CH2:3][CH2:2]1.[CH3:19]C(C)([O-])C.[K+].CI.O, predict the reaction product. The product is: [CH:1]1([C:7]2[C:15]3[C:10](=[CH:11][CH:12]=[C:13]([N+:16]([O-:18])=[O:17])[CH:14]=3)[N:9]([CH3:19])[CH:8]=2)[CH2:2][CH2:3][CH2:4][CH2:5][CH2:6]1.